This data is from Catalyst prediction with 721,799 reactions and 888 catalyst types from USPTO. The task is: Predict which catalyst facilitates the given reaction. (1) Product: [Br:11][CH2:1][C:2]([C:4]1[CH:9]=[CH:8][C:7]([OH:10])=[CH:6][CH:5]=1)=[O:3]. Reactant: [CH3:1][C:2]([C:4]1[CH:5]=[CH:6][C:7]([OH:10])=[CH:8][CH:9]=1)=[O:3].[Br:11]Br. The catalyst class is: 12. (2) Reactant: C[O:2][C:3]1[CH:4]=[C:5]2[C:11]3([C:19]4[C:14](=[CH:15][CH:16]=[CH:17][CH:18]=4)[N:13]([CH2:20][C@H:21]4[CH2:25][CH2:24][CH2:23][O:22]4)[C:12]3=[O:26])[CH2:10][O:9][C:6]2=[CH:7][N:8]=1.I[Si](C)(C)C. Product: [O:22]1[CH2:23][CH2:24][CH2:25][C@@H:21]1[CH2:20][N:13]1[C:14]2[C:19](=[CH:18][CH:17]=[CH:16][CH:15]=2)[C:11]2([C:5]3[C:6](=[CH:7][NH:8][C:3](=[O:2])[CH:4]=3)[O:9][CH2:10]2)[C:12]1=[O:26]. The catalyst class is: 10. (3) Reactant: [OH:1][C:2]1[CH:9]=[CH:8][C:5]([CH:6]=O)=[CH:4][CH:3]=1.[C:10]([O:14][C:15](=[O:18])[NH:16][NH2:17])([CH3:13])([CH3:12])[CH3:11]. Product: [C:10]([O:14][C:15]([NH:16][N:17]=[CH:6][C:5]1[CH:8]=[CH:9][C:2]([OH:1])=[CH:3][CH:4]=1)=[O:18])([CH3:13])([CH3:12])[CH3:11]. The catalyst class is: 8. (4) Reactant: [F:1][C:2]([F:21])([F:20])[C:3]1[CH:4]=[C:5]([C@H:13]2[O:17][C:16](=[O:18])[NH:15][C@H:14]2[CH3:19])[CH:6]=[C:7]([C:9]([F:12])([F:11])[F:10])[CH:8]=1.C[Si](C)(C)N[Si](C)(C)C.[Na].[Br:32][C:33]1[CH:40]=[CH:39][C:38]([C:41]([F:44])([F:43])[F:42])=[CH:37][C:34]=1[CH2:35]Br.CCOC(C)=O. Product: [F:21][C:2]([F:1])([F:20])[C:3]1[CH:4]=[C:5]([C@H:13]2[O:17][C:16](=[O:18])[N:15]([CH2:35][C:34]3[CH:37]=[C:38]([C:41]([F:42])([F:44])[F:43])[CH:39]=[CH:40][C:33]=3[Br:32])[C@H:14]2[CH3:19])[CH:6]=[C:7]([C:9]([F:10])([F:11])[F:12])[CH:8]=1. The catalyst class is: 20. (5) Reactant: [H-].[Na+].[C:3]([O:9][CH2:10][CH3:11])(=[O:8])[CH2:4][C:5]([CH3:7])=[O:6].C([Li])CCC.CCCCCC.Br[CH2:24][CH2:25][CH2:26][CH2:27][CH2:28][CH2:29][CH2:30][CH2:31][CH2:32][CH2:33][CH2:34][CH2:35][CH2:36][CH2:37][CH2:38]C. Product: [CH2:10]([O:9][C:3](=[O:8])[CH2:4][C:5](=[O:6])[CH2:7][CH2:38][CH2:37][CH2:36][CH2:35][CH2:34][CH2:33][CH2:32][CH2:31][CH2:30][CH2:29][CH2:28][CH2:27][CH2:26][CH2:25][CH3:24])[CH3:11]. The catalyst class is: 219.